This data is from NCI-60 drug combinations with 297,098 pairs across 59 cell lines. The task is: Regression. Given two drug SMILES strings and cell line genomic features, predict the synergy score measuring deviation from expected non-interaction effect. Drug 1: CC1=C(C=C(C=C1)C(=O)NC2=CC(=CC(=C2)C(F)(F)F)N3C=C(N=C3)C)NC4=NC=CC(=N4)C5=CN=CC=C5. Drug 2: COC1=NC(=NC2=C1N=CN2C3C(C(C(O3)CO)O)O)N. Cell line: BT-549. Synergy scores: CSS=-9.01, Synergy_ZIP=6.75, Synergy_Bliss=7.60, Synergy_Loewe=-5.55, Synergy_HSA=-5.00.